Task: Predict the reaction yield, written as a fraction of the theoretical maximum amount of product (1.0 means a 100% yield; for example, 0.34 means a 34% yield).. Dataset: Reaction yield outcomes from USPTO patents with 853,638 reactions (1) The reactants are [CH:1]([C:4]1[C:12]2[C:7](=[CH:8][CH:9]=[C:10]([O:13][C:14]3[C:19]([CH3:20])=[CH:18][C:17]([NH:21][C:22](=[O:28])[CH2:23][C:24]([O:26]C)=[O:25])=[CH:16][C:15]=3[CH3:29])[CH:11]=2)[NH:6][CH:5]=1)([CH3:3])[CH3:2].[OH-].[Na+]. The catalyst is C(O)C. The product is [CH:1]([C:4]1[C:12]2[C:7](=[CH:8][CH:9]=[C:10]([O:13][C:14]3[C:19]([CH3:20])=[CH:18][C:17]([NH:21][C:22](=[O:28])[CH2:23][C:24]([OH:26])=[O:25])=[CH:16][C:15]=3[CH3:29])[CH:11]=2)[NH:6][CH:5]=1)([CH3:3])[CH3:2]. The yield is 0.460. (2) The reactants are [Cl:1][CH:2]([CH2:6][CH3:7])[C:3](Cl)=[O:4].[NH2:8][C:9]1[CH:13]=[CH:12][S:11][C:10]=1[C:14]([NH:16][C:17]1[CH:22]=[CH:21][CH:20]=[C:19]([O:23][CH3:24])[CH:18]=1)=[O:15]. No catalyst specified. The product is [Cl:1][CH:2]([CH2:6][CH3:7])[C:3]([NH:8][C:9]1[CH:13]=[CH:12][S:11][C:10]=1[C:14]([NH:16][C:17]1[CH:22]=[CH:21][CH:20]=[C:19]([O:23][CH3:24])[CH:18]=1)=[O:15])=[O:4]. The yield is 0.620. (3) The reactants are CCN(C(C)C)C(C)C.CN(C(ON1N=NC2C=CC=NC1=2)=[N+](C)C)C.F[P-](F)(F)(F)(F)F.Cl.[CH2:35]([O:42][NH2:43])[C:36]1[CH:41]=[CH:40][CH:39]=[CH:38][CH:37]=1.[C:44]([C:47]([N:53]([CH3:68])[C:54]([C:56]1[CH:61]=[CH:60][C:59]([C:62]2[CH:67]=[CH:66][CH:65]=[CH:64][CH:63]=2)=[CH:58][CH:57]=1)=[O:55])([CH3:52])[C:48]([NH:50][CH3:51])=[O:49])(O)=[O:45].C(=O)([O-])O.[Na+]. The catalyst is CN(C=O)C. The product is [CH2:35]([O:42][NH:43][C:44](=[O:45])[C:47]([N:53]([C:54]([C:56]1[CH:57]=[CH:58][C:59]([C:62]2[CH:67]=[CH:66][CH:65]=[CH:64][CH:63]=2)=[CH:60][CH:61]=1)=[O:55])[CH3:68])([CH3:52])[C:48]([NH:50][CH3:51])=[O:49])[C:36]1[CH:41]=[CH:40][CH:39]=[CH:38][CH:37]=1. The yield is 0.750. (4) The reactants are Cl[C:2]1[N:7]=[C:6]([NH:8][C:9]([C:11]2([C:14]3[CH:15]=[CH:16][C:17]4[O:21][CH2:20][CH2:19][C:18]=4[CH:22]=3)[CH2:13][CH2:12]2)=[O:10])[CH:5]=[C:4]([CH3:23])[C:3]=1[CH3:24].[CH3:25][O:26][C:27]1[CH:32]=[C:31](B(O)O)[CH:30]=[CH:29][N:28]=1.C([O-])([O-])=O.[Na+].[Na+]. The catalyst is COCCOC.C(OCC)(=O)C.C1C=CC([P]([Pd]([P](C2C=CC=CC=2)(C2C=CC=CC=2)C2C=CC=CC=2)([P](C2C=CC=CC=2)(C2C=CC=CC=2)C2C=CC=CC=2)[P](C2C=CC=CC=2)(C2C=CC=CC=2)C2C=CC=CC=2)(C2C=CC=CC=2)C2C=CC=CC=2)=CC=1. The product is [O:21]1[C:17]2[CH:16]=[CH:15][C:14]([C:11]3([C:9]([NH:8][C:6]4[N:7]=[C:2]([C:31]5[CH:30]=[CH:29][N:28]=[C:27]([O:26][CH3:25])[CH:32]=5)[C:3]([CH3:24])=[C:4]([CH3:23])[CH:5]=4)=[O:10])[CH2:13][CH2:12]3)=[CH:22][C:18]=2[CH2:19][CH2:20]1. The yield is 0.880. (5) The reactants are [CH3:1][O:2][C:3]1[CH:4]=[C:5]([NH:11][C:12](=O)[CH2:13][C:14]2[CH:19]=[CH:18][C:17]([C:20]([F:23])([F:22])[F:21])=[CH:16][CH:15]=2)[CH:6]=[CH:7][C:8]=1[O:9][CH3:10].B.O1CCCC1. The catalyst is C1COCC1. The product is [CH3:1][O:2][C:3]1[CH:4]=[C:5]([NH:11][CH2:12][CH2:13][C:14]2[CH:19]=[CH:18][C:17]([C:20]([F:21])([F:23])[F:22])=[CH:16][CH:15]=2)[CH:6]=[CH:7][C:8]=1[O:9][CH3:10]. The yield is 0.850. (6) The reactants are Br[C:2]1[CH:23]=[CH:22][C:5]([C:6]([NH:8][S:9]([C:12]2[CH:17]=[CH:16][CH:15]=[CH:14][C:13]=2[S:18](=[O:21])(=[O:20])[NH2:19])(=[O:11])=[O:10])=[O:7])=[C:4]([OH:24])[CH:3]=1.[C:25]([CH:27]1[CH2:31][CH2:30][CH2:29][CH2:28]1)#[CH:26]. No catalyst specified. The product is [CH:27]1([C:25]#[C:26][C:2]2[CH:23]=[CH:22][C:5]([C:6]([NH:8][S:9]([C:12]3[CH:17]=[CH:16][CH:15]=[CH:14][C:13]=3[S:18](=[O:21])(=[O:20])[NH2:19])(=[O:11])=[O:10])=[O:7])=[C:4]([OH:24])[CH:3]=2)[CH2:31][CH2:30][CH2:29][CH2:28]1. The yield is 0.350.